From a dataset of Full USPTO retrosynthesis dataset with 1.9M reactions from patents (1976-2016). Predict the reactants needed to synthesize the given product. (1) Given the product [CH2:26]([C:8]1[C:9]([CH2:13][C:14]2[CH:22]=[C:21]([CH3:23])[C:20]([O:24][CH3:25])=[C:19]3[C:15]=2[CH2:16][CH2:17][CH2:18]3)=[C:10]([CH2:11][CH3:12])[N:6]([CH2:5][C:4]([OH:28])=[O:3])[N:7]=1)[CH3:27], predict the reactants needed to synthesize it. The reactants are: C([O:3][C:4](=[O:28])[CH2:5][N:6]1[C:10]([CH2:11][CH3:12])=[C:9]([CH2:13][C:14]2[CH:22]=[C:21]([CH3:23])[C:20]([O:24][CH3:25])=[C:19]3[C:15]=2[CH2:16][CH2:17][CH2:18]3)[C:8]([CH2:26][CH3:27])=[N:7]1)C.[OH-].[Na+]. (2) Given the product [Cl:20][C:17]1[CH:18]=[CH:19][C:14]([CH:7]([NH:6][C:4]([CH2:3][NH:2][C:21](=[O:28])[C:22]2[CH:27]=[CH:26][N:25]=[CH:24][CH:23]=2)=[O:5])[C:8]2[CH:13]=[CH:12][CH:11]=[CH:10][CH:9]=2)=[CH:15][CH:16]=1, predict the reactants needed to synthesize it. The reactants are: Cl.[NH2:2][CH2:3][C:4]([NH:6][CH:7]([C:14]1[CH:19]=[CH:18][C:17]([Cl:20])=[CH:16][CH:15]=1)[C:8]1[CH:13]=[CH:12][CH:11]=[CH:10][CH:9]=1)=[O:5].[C:21](O)(=[O:28])[C:22]1[CH:27]=[CH:26][N:25]=[CH:24][CH:23]=1. (3) Given the product [OH:42][CH2:41][C:39]1[N:40]=[C:36]([C:32]2[CH:31]=[C:30]([C:29]3[CH2:28][C:27](=[O:50])[NH:20][C:9]4[CH:10]=[C:11]([CH3:19])[C:12]([N:14]([CH3:18])[CH2:15][CH2:16][CH3:17])=[CH:13][C:8]=4[N:7]=3)[CH:35]=[CH:34][CH:33]=2)[S:37][CH:38]=1, predict the reactants needed to synthesize it. The reactants are: C(OC(=O)[NH:7][C:8]1[CH:13]=[C:12]([N:14]([CH3:18])[CH2:15][CH2:16][CH3:17])[C:11]([CH3:19])=[CH:10][C:9]=1[NH2:20])(C)(C)C.C(O[C:27](=[O:50])[CH2:28][C:29](=O)[C:30]1[CH:35]=[CH:34][CH:33]=[C:32]([C:36]2[S:37][CH:38]=[C:39]([CH2:41][O:42]C3CCCCO3)[N:40]=2)[CH:31]=1)(C)(C)C.C(O)(C(F)(F)F)=O. (4) Given the product [CH3:1][C:2]1[C:6]([C:7]2[CH:19]=[N:18][C:17]3[C:16]4[CH:15]=[CH:14][C:13]([C:20]([O:22][CH3:23])=[O:21])=[CH:12][C:11]=4[N:10]([CH:31]([C:25]4[CH:30]=[CH:29][CH:28]=[CH:27][CH:26]=4)[CH:33]4[CH2:34][CH2:35][O:36][CH2:37][CH2:38]4)[C:9]=3[CH:8]=2)=[C:5]([CH3:24])[O:4][N:3]=1, predict the reactants needed to synthesize it. The reactants are: [CH3:1][C:2]1[C:6]([C:7]2[CH:19]=[N:18][C:17]3[C:16]4[CH:15]=[CH:14][C:13]([C:20]([O:22][CH3:23])=[O:21])=[CH:12][C:11]=4[NH:10][C:9]=3[CH:8]=2)=[C:5]([CH3:24])[O:4][N:3]=1.[C:25]1([CH:31]([CH:33]2[CH2:38][CH2:37][O:36][CH2:35][CH2:34]2)O)[CH:30]=[CH:29][CH:28]=[CH:27][CH:26]=1.C1C=CC(P(C2C=CC=CC=2)C2C=CC=CC=2)=CC=1.CC(OC(/N=N/C(OC(C)C)=O)=O)C. (5) The reactants are: Cl.C(OC(=O)[NH:8][CH2:9][CH2:10][CH2:11][CH2:12][C:13]1[CH:18]=[CH:17][C:16]([NH:19][CH2:20][C:21](=[O:23])[NH2:22])=[CH:15][CH:14]=1)(C)(C)C. Given the product [NH2:8][CH2:9][CH2:10][CH2:11][CH2:12][C:13]1[CH:18]=[CH:17][C:16]([NH:19][CH2:20][C:21]([NH2:22])=[O:23])=[CH:15][CH:14]=1, predict the reactants needed to synthesize it. (6) Given the product [O:10]=[C:7]1[NH:6][C:5]2[CH:11]=[CH:12][C:2]([NH:1][C:27]([CH:24]3[CH2:23][CH2:22][N:21]([C:17]4[CH:18]=[CH:19][CH:20]=[C:15]([C:14]([F:31])([F:13])[F:30])[CH:16]=4)[CH2:26][CH2:25]3)=[O:28])=[CH:3][C:4]=2[O:9][CH2:8]1, predict the reactants needed to synthesize it. The reactants are: [NH2:1][C:2]1[CH:12]=[CH:11][C:5]2[NH:6][C:7](=[O:10])[CH2:8][O:9][C:4]=2[CH:3]=1.[F:13][C:14]([F:31])([F:30])[C:15]1[CH:16]=[C:17]([N:21]2[CH2:26][CH2:25][CH:24]([C:27](O)=[O:28])[CH2:23][CH2:22]2)[CH:18]=[CH:19][CH:20]=1.